This data is from Forward reaction prediction with 1.9M reactions from USPTO patents (1976-2016). The task is: Predict the product of the given reaction. (1) Given the reactants [Br:1][C:2]1[CH:9]=[CH:8][C:5]([CH2:6][NH2:7])=[CH:4][CH:3]=1.CO[C:12](=[NH:20])[CH:13]([O:17][CH2:18][CH3:19])[O:14][CH2:15][CH3:16], predict the reaction product. The product is: [Br:1][C:2]1[CH:9]=[CH:8][C:5]([CH2:6][NH:7][C:12](=[NH:20])[CH:13]([O:17][CH2:18][CH3:19])[O:14][CH2:15][CH3:16])=[CH:4][CH:3]=1. (2) Given the reactants Br[C:2]1[CH:7]=[CH:6][C:5]([CH:8]2[CH2:12][CH2:11][CH2:10][N:9]2[CH3:13])=[CH:4][CH:3]=1.F[B-](F)(F)F.F[B-](F)(F)F.C1(P(C2CCCCC2)CCCP(C2CCCCC2)C2CCCCC2)CCCCC1.[C:53](=[O:56])([O-])[O-].[K+].[K+].[NH2:59][C:60]1[CH:61]=[CH:62][C:63]([CH3:82])=[C:64]([C:66]2[CH:75]=[C:74]3[C:69]([CH:70]=[C:71]([NH:76][C:77]([CH:79]4[CH2:81][CH2:80]4)=[O:78])[N:72]=[CH:73]3)=[CH:68][CH:67]=2)[CH:65]=1.CN(C)C=O, predict the reaction product. The product is: [CH:79]1([C:77]([NH:76][C:71]2[N:72]=[CH:73][C:74]3[C:69]([CH:70]=2)=[CH:68][CH:67]=[C:66]([C:64]2[CH:65]=[C:60]([NH:59][C:53](=[O:56])[C:2]4[CH:7]=[CH:6][C:5]([CH:8]5[CH2:12][CH2:11][CH2:10][N:9]5[CH3:13])=[CH:4][CH:3]=4)[CH:61]=[CH:62][C:63]=2[CH3:82])[CH:75]=3)=[O:78])[CH2:80][CH2:81]1. (3) Given the reactants [CH2:1]([C:8]1[C:9](=[O:21])[N:10]([CH2:15][C:16]([O:18]CC)=[O:17])[CH:11]=[C:12]([CH3:14])[CH:13]=1)[C:2]1[CH:7]=[CH:6][CH:5]=[CH:4][CH:3]=1.[OH-].[Na+], predict the reaction product. The product is: [CH2:1]([C:8]1[C:9](=[O:21])[N:10]([CH2:15][C:16]([OH:18])=[O:17])[CH:11]=[C:12]([CH3:14])[CH:13]=1)[C:2]1[CH:3]=[CH:4][CH:5]=[CH:6][CH:7]=1. (4) Given the reactants [Cl:1][C:2]1[CH:7]=[CH:6][C:5]([C:8]2[CH:13]=[C:12]([C:14]([F:17])([F:16])[F:15])[N:11]3[N:18]=[CH:19][C:20]([C:21]#[CH:22])=[C:10]3[N:9]=2)=[CH:4][CH:3]=1.[NH2:23][C:24]1[CH:29]=[CH:28][C:27](Br)=[CH:26][N:25]=1, predict the reaction product. The product is: [Cl:1][C:2]1[CH:7]=[CH:6][C:5]([C:8]2[CH:13]=[C:12]([C:14]([F:15])([F:17])[F:16])[N:11]3[N:18]=[CH:19][C:20]([C:21]#[C:22][C:27]4[CH:28]=[CH:29][C:24]([NH2:23])=[N:25][CH:26]=4)=[C:10]3[N:9]=2)=[CH:4][CH:3]=1. (5) Given the reactants F[C:2]1[N:7]=[C:6]([O:8][CH3:9])[C:5]([S:10][C:11]2[N:16]=[C:15]([NH:17][C:18](=[O:20])[CH3:19])[CH:14]=[C:13]([NH:21][C:22](=[O:24])[CH3:23])[N:12]=2)=[C:4]([O:25][CH3:26])[N:3]=1.[NH:27]1[CH2:32][CH2:31][NH:30][CH2:29][CH2:28]1, predict the reaction product. The product is: [CH3:26][O:25][C:4]1[C:5]([S:10][C:11]2[N:16]=[C:15]([NH:17][C:18](=[O:20])[CH3:19])[CH:14]=[C:13]([NH:21][C:22](=[O:24])[CH3:23])[N:12]=2)=[C:6]([O:8][CH3:9])[N:7]=[C:2]([N:27]2[CH2:32][CH2:31][NH:30][CH2:29][CH2:28]2)[N:3]=1. (6) Given the reactants [Cl:1][C:2]1[CH:10]=[C:9]2[C:5]([CH:6]=[N:7][NH:8]2)=[CH:4][C:3]=1[NH2:11].[Cl:12][C:13]1[CH:18]=[CH:17][C:16]([CH:19]2[CH2:24][C:23](=[O:25])[NH:22][C:21]([CH3:26])=[C:20]2[C:27](O)=[O:28])=[CH:15][CH:14]=1.C(Cl)CCl.CCN(CC)CC, predict the reaction product. The product is: [Cl:1][C:2]1[CH:10]=[C:9]2[C:5]([CH:6]=[N:7][NH:8]2)=[CH:4][C:3]=1[NH:11][C:27]([C:20]1[CH:19]([C:16]2[CH:17]=[CH:18][C:13]([Cl:12])=[CH:14][CH:15]=2)[CH2:24][C:23](=[O:25])[NH:22][C:21]=1[CH3:26])=[O:28]. (7) Given the reactants [Br:1][C:2]1[CH:3]=[C:4]2[C:9](=[CH:10][CH:11]=1)[O:8][C:7]([CH2:13][CH2:14][OH:15])([CH3:12])[CH2:6][CH:5]2[OH:16], predict the reaction product. The product is: [Br:1][C:2]1[CH:3]=[C:4]2[C:9](=[CH:10][CH:11]=1)[O:8][C:7]([CH2:13][CH2:14][OH:15])([CH3:12])[CH2:6][C:5]2=[O:16]. (8) Given the reactants [CH3:1][N:2]1[CH2:7][CH2:6][N:5]([C:8]2[CH:9]=[CH:10][C:11]3[N:15]=[C:14]([C:16]4[C:20]([N+:21]([O-])=O)=[CH:19][N:18]([CH:24]5[CH2:29][CH2:28][CH2:27][CH2:26][O:25]5)[N:17]=4)[NH:13][C:12]=3[CH:30]=2)[CH2:4][CH2:3]1.[H][H], predict the reaction product. The product is: [CH3:1][N:2]1[CH2:7][CH2:6][N:5]([C:8]2[CH:9]=[CH:10][C:11]3[N:15]=[C:14]([C:16]4[C:20]([NH2:21])=[CH:19][N:18]([CH:24]5[CH2:29][CH2:28][CH2:27][CH2:26][O:25]5)[N:17]=4)[NH:13][C:12]=3[CH:30]=2)[CH2:4][CH2:3]1. (9) Given the reactants I[C:2]1[CH:11]=[CH:10][C:5]([O:6][CH2:7][CH2:8][OH:9])=[C:4]([CH3:12])[CH:3]=1.[CH3:13][Si:14]([C:17]#[CH:18])([CH3:16])[CH3:15].N1CCCCC1.CCOC(C)=O, predict the reaction product. The product is: [CH3:12][C:4]1[CH:3]=[C:2]([C:18]#[C:17][Si:14]([CH3:16])([CH3:15])[CH3:13])[CH:11]=[CH:10][C:5]=1[O:6][CH2:7][CH2:8][OH:9].